Dataset: Forward reaction prediction with 1.9M reactions from USPTO patents (1976-2016). Task: Predict the product of the given reaction. (1) Given the reactants [OH:1][CH2:2][CH2:3][O:4][CH2:5][CH2:6][N:7]1[CH2:12][CH2:11][NH:10][CH2:9][CH2:8]1.C[Si]([N-][Si](C)(C)C)(C)C.[Li+].[CH:23]1([NH:26][C:27]([C:29]2[S:42][C:32]3=[N:33][C:34](S(C)=O)=[C:35]([Cl:38])[C:36]([CH3:37])=[C:31]3[C:30]=2[NH2:43])=[O:28])[CH2:25][CH2:24]1, predict the reaction product. The product is: [CH:23]1([NH:26][C:27]([C:29]2[S:42][C:32]3=[N:33][C:34]([O:1][CH2:2][CH2:3][O:4][CH2:5][CH2:6][N:7]4[CH2:12][CH2:11][NH:10][CH2:9][CH2:8]4)=[C:35]([Cl:38])[C:36]([CH3:37])=[C:31]3[C:30]=2[NH2:43])=[O:28])[CH2:25][CH2:24]1. (2) Given the reactants [Cl:1][C:2]1[CH:7]=[C:6]([O:8][CH3:9])[C:5](I)=[CH:4][C:3]=1[C:11]1[CH:16]=[CH:15][CH:14]=[C:13]([F:17])[CH:12]=1.[B:18](OC(C)C)([O:23]C(C)C)[O:19]C(C)C.C([Li])CCC, predict the reaction product. The product is: [Cl:1][C:2]1[C:3]([C:11]2[CH:16]=[CH:15][CH:14]=[C:13]([F:17])[CH:12]=2)=[CH:4][C:5]([B:18]([OH:23])[OH:19])=[C:6]([O:8][CH3:9])[CH:7]=1. (3) Given the reactants [F:1][C:2]1[CH:15]=[C:14]([N+:16]([O-:18])=[O:17])[CH:13]=[CH:12][C:3]=1[O:4][C:5]1[N:10]=[CH:9][N:8]=[C:7]([NH2:11])[CH:6]=1.[CH2:19]([N:21]([CH2:24][CH3:25])[CH2:22][CH3:23])[CH3:20].ClC([O:29][C:30]1C=CC=CC=1)=O.[CH2:36]([N:38](CC)[CH2:39]CCNC)C, predict the reaction product. The product is: [F:1][C:2]1[CH:15]=[C:14]([N+:16]([O-:18])=[O:17])[CH:13]=[CH:12][C:3]=1[O:4][C:5]1[N:10]=[CH:9][N:8]=[C:7]([NH:11][C:30](=[O:29])[N:38]([CH2:39][CH2:20][CH2:19][N:21]([CH2:24][CH3:25])[CH2:22][CH3:23])[CH3:36])[CH:6]=1. (4) Given the reactants [NH2:1][C:2]1[N:10]=[C:9]2[C:5]([N:6]=[CH:7][N:8]2[CH2:11][C:12]2[CH:17]=[CH:16][CH:15]=[CH:14][CH:13]=2)=[C:4]([C:18]#[C:19]C(C)(O)C)[N:3]=1.[OH-].[K+], predict the reaction product. The product is: [NH2:1][C:2]1[N:10]=[C:9]2[C:5]([N:6]=[CH:7][N:8]2[CH2:11][C:12]2[CH:13]=[CH:14][CH:15]=[CH:16][CH:17]=2)=[C:4]([C:18]#[CH:19])[N:3]=1. (5) Given the reactants [NH2:1][C:2]1[CH:7]=[CH:6][C:5]([CH2:8][OH:9])=[CH:4][CH:3]=1.[Br:10][CH:11]([CH3:15])[C:12](Cl)=[O:13], predict the reaction product. The product is: [Br:10][CH:11]([CH3:15])[C:12]([NH:1][C:2]1[CH:7]=[CH:6][C:5]([CH2:8][OH:9])=[CH:4][CH:3]=1)=[O:13]. (6) The product is: [Cl:1][C:2]1[CH:27]=[CH:26][CH:25]=[C:24]([Cl:28])[C:3]=1/[CH:4]=[CH:5]/[C:6]1[CH:7]=[C:8]([CH2:12][C:13](=[O:23])[CH2:14][NH:15][C:16](=[O:22])[O:17][C:18]([CH3:21])([CH3:20])[CH3:19])[CH:9]=[CH:10][CH:11]=1. Given the reactants [Cl:1][C:2]1[CH:27]=[CH:26][CH:25]=[C:24]([Cl:28])[C:3]=1/[CH:4]=[CH:5]/[C:6]1[CH:7]=[C:8]([CH2:12][CH:13]([OH:23])[CH2:14][NH:15][C:16](=[O:22])[O:17][C:18]([CH3:21])([CH3:20])[CH3:19])[CH:9]=[CH:10][CH:11]=1.[Cr](Cl)([O-])(=O)=O.[NH+]1C=CC=CC=1, predict the reaction product. (7) Given the reactants [NH2:1][C:2]1[CH:7]=[CH:6][C:5]([Cl:8])=[CH:4][C:3]=1[CH2:9][OH:10].[H-].[Na+].[C:13]([O:17][C:18]([N:20]1[CH2:25][CH2:24][CH:23]([C:26]2[O:27][C:28]([CH2:31]Cl)=[N:29][N:30]=2)[CH2:22][CH2:21]1)=[O:19])([CH3:16])([CH3:15])[CH3:14], predict the reaction product. The product is: [C:13]([O:17][C:18]([N:20]1[CH2:21][CH2:22][CH:23]([C:26]2[O:27][C:28]([CH2:31][O:10][CH2:9][C:3]3[CH:4]=[C:5]([Cl:8])[CH:6]=[CH:7][C:2]=3[NH2:1])=[N:29][N:30]=2)[CH2:24][CH2:25]1)=[O:19])([CH3:16])([CH3:15])[CH3:14]. (8) The product is: [F:4][C:5]1[C:28]([CH3:29])=[CH:27][C:8]([NH:9][CH:13]2[CH2:14][CH2:15][N:16]([C:19]3([CH3:25])[CH2:24][CH2:23][O:22][CH2:21][CH2:20]3)[CH2:17][CH2:18]2)=[C:7]([OH:11])[CH:6]=1. Given the reactants C[Mg]I.[F:4][C:5]1[C:28]([CH3:29])=[CH:27][C:8]2[N:9]([CH:13]3[CH2:18][CH2:17][N:16]([C:19]4([C:25]#N)[CH2:24][CH2:23][O:22][CH2:21][CH2:20]4)[CH2:15][CH2:14]3)C(=O)[O:11][C:7]=2[CH:6]=1, predict the reaction product. (9) Given the reactants [NH:1]1[C:5]2=[CH:6][N:7]=[CH:8][CH:9]=[C:4]2[CH:3]=[CH:2]1.CC(C)([O-])C.[K+].[NH2:16]Cl, predict the reaction product. The product is: [N:1]1([NH2:16])[C:5]2=[CH:6][N:7]=[CH:8][CH:9]=[C:4]2[CH:3]=[CH:2]1.